Predict the reactants needed to synthesize the given product. From a dataset of Full USPTO retrosynthesis dataset with 1.9M reactions from patents (1976-2016). (1) The reactants are: [CH2:1]([O:5][C:6]1[CH:10]=[C:9](/[CH:11]=[CH:12]/[C:13]([O:15]CC)=[O:14])[N:8]([CH2:18][C:19]2[CH:24]=[CH:23][C:22]([C:25]([F:28])([F:27])[F:26])=[CH:21][CH:20]=2)[N:7]=1)[CH2:2][CH2:3][CH3:4].[OH-].[Na+].O1CCCC1. Given the product [CH2:1]([O:5][C:6]1[CH:10]=[C:9](/[CH:11]=[CH:12]/[C:13]([OH:15])=[O:14])[N:8]([CH2:18][C:19]2[CH:24]=[CH:23][C:22]([C:25]([F:28])([F:27])[F:26])=[CH:21][CH:20]=2)[N:7]=1)[CH2:2][CH2:3][CH3:4], predict the reactants needed to synthesize it. (2) The reactants are: [CH3:1][N:2]([CH3:21])[CH2:3][CH2:4][O:5][C:6]1[N:11]=[CH:10][C:9]([NH2:12])=[CH:8][C:7]=1[C:13]1[CH:14]=[N:15][C:16]([O:19][CH3:20])=[N:17][CH:18]=1.C([O-])(=O)C.[Na+].[S-:27][C:28]#[N:29].[K+].BrBr. Given the product [CH3:1][N:2]([CH3:21])[CH2:3][CH2:4][O:5][C:6]1[N:11]=[C:10]2[S:27][C:28]([NH2:29])=[N:12][C:9]2=[CH:8][C:7]=1[C:13]1[CH:18]=[N:17][C:16]([O:19][CH3:20])=[N:15][CH:14]=1, predict the reactants needed to synthesize it. (3) Given the product [OH:1][C:2]1[C:11]2[C:6](=[CH:7][CH:8]=[N:9][CH:10]=2)[N:5]=[CH:4][C:3]=1[C:12]([OH:14])=[O:13], predict the reactants needed to synthesize it. The reactants are: [OH:1][C:2]1[C:11]2[C:6](=[CH:7][CH:8]=[N:9][CH:10]=2)[N:5]=[CH:4][C:3]=1[C:12]([O:14]CC)=[O:13].[OH-].[Na+].C. (4) Given the product [NH2:8][C:5]1[C:4]2[C:9]([C:12]3[CH:13]=[C:14]4[C:18](=[CH:19][CH:20]=3)[N:17]([C:21](=[O:29])[CH2:22][C:23]3[CH:28]=[CH:27][CH:26]=[CH:25][CH:24]=3)[CH2:16][CH2:15]4)=[CH:10][S:11][C:3]=2[C:2]([C:36]2[CH:37]=[C:32]([CH:33]=[CH:34][CH:35]=2)[CH:30]=[O:31])=[CH:7][N:6]=1, predict the reactants needed to synthesize it. The reactants are: I[C:2]1[C:3]2[S:11][CH:10]=[C:9]([C:12]3[CH:13]=[C:14]4[C:18](=[CH:19][CH:20]=3)[N:17]([C:21](=[O:29])[CH2:22][C:23]3[CH:28]=[CH:27][CH:26]=[CH:25][CH:24]=3)[CH2:16][CH2:15]4)[C:4]=2[C:5]([NH2:8])=[N:6][CH:7]=1.[CH:30]([C:32]1[CH:33]=[C:34](B(O)O)[CH:35]=[CH:36][CH:37]=1)=[O:31].C(=O)(O)[O-].[Na+].